Dataset: Full USPTO retrosynthesis dataset with 1.9M reactions from patents (1976-2016). Task: Predict the reactants needed to synthesize the given product. (1) Given the product [CH3:25][N:23]([CH3:24])[CH:20]1[CH2:19][CH2:18][N:17]([C:14]2[N:13]=[C:12]3[NH:8][C:9]([C:53]([C:34]4[CH:33]=[CH:49][N:48]=[C:30]([C:35]5[C:36]([CH3:42])=[N:37][N:38]([CH3:41])[C:39]=5[CH3:40])[CH:29]=4)=[O:52])=[N:10][C:11]3=[CH:16][CH:15]=2)[CH2:22][CH2:21]1, predict the reactants needed to synthesize it. The reactants are: C(OC([N:8]1[C:12]2=[N:13][C:14]([N:17]3[CH2:22][CH2:21][CH:20]([N:23]([CH3:25])[CH3:24])[CH2:19][CH2:18]3)=[CH:15][CH:16]=[C:11]2[N:10]=[CH:9]1)=O)(C)(C)C.COC(=O)[C:29]1[CH:34]=[CH:33]N=C[C:30]=1[C:35]1[C:36]([CH3:42])=[N:37][N:38]([CH3:41])[C:39]=1[CH3:40].[Li+].CC([N-:48][CH:49](C)C)C.[O:52]1CCC[CH2:53]1. (2) Given the product [F:1][C:2]1[CH:9]=[CH:8][C:7]([CH:10]([OH:11])[C:16]([F:19])([F:18])[F:17])=[CH:6][C:3]=1[C:4]#[N:5], predict the reactants needed to synthesize it. The reactants are: [F:1][C:2]1[CH:9]=[CH:8][C:7]([CH:10]=[O:11])=[CH:6][C:3]=1[C:4]#[N:5].[Si]([C:16]([F:19])([F:18])[F:17])(C)(C)C.Cl. (3) Given the product [Br:1][C:2]1[CH:7]=[CH:6][C:5]([CH2:8][C:9]([NH:28][C:25]2[CH:24]=[CH:23][C:22]([C:17]3[CH:18]=[N:19][CH:20]=[CH:21][N:16]=3)=[CH:27][N:26]=2)=[O:11])=[CH:4][C:3]=1[C:12]([F:15])([F:14])[F:13], predict the reactants needed to synthesize it. The reactants are: [Br:1][C:2]1[CH:7]=[CH:6][C:5]([CH2:8][C:9]([OH:11])=O)=[CH:4][C:3]=1[C:12]([F:15])([F:14])[F:13].[N:16]1[CH:21]=[CH:20][N:19]=[CH:18][C:17]=1[C:22]1[CH:23]=[CH:24][C:25]([NH2:28])=[N:26][CH:27]=1.CN(C(ON1N=NC2C=CC=NC1=2)=[N+](C)C)C.F[P-](F)(F)(F)(F)F. (4) The reactants are: [CH2:1]([O:3][C:4]1[CH:13]=[C:12](I)[CH:11]=[CH:10][C:5]=1[C:6]([O:8][CH3:9])=[O:7])[CH3:2].[F:15][C:16]1[CH:21]=[C:20]([F:22])[CH:19]=[CH:18][C:17]=1B(O)O. Given the product [CH2:1]([O:3][C:4]1[CH:13]=[C:12]([C:19]2[CH:18]=[CH:17][C:16]([F:15])=[CH:21][C:20]=2[F:22])[CH:11]=[CH:10][C:5]=1[C:6]([O:8][CH3:9])=[O:7])[CH3:2], predict the reactants needed to synthesize it. (5) Given the product [NH2:22][C:20]1[S:21][C:17]([C:3]2[CH:4]=[CH:5][C:6]([C:24]3[C:25]([S:30]([NH:33][C@H:34]([CH3:37])[CH2:35][OH:36])(=[O:32])=[O:31])=[CH:26][CH:27]=[CH:28][CH:29]=3)=[CH:7][C:2]=2[F:1])=[N:18][N:19]=1, predict the reactants needed to synthesize it. The reactants are: [F:1][C:2]1[CH:7]=[C:6](B2OC(C)(C)C(C)(C)O2)[CH:5]=[CH:4][C:3]=1[C:17]1[S:21][C:20]([NH2:22])=[N:19][N:18]=1.Br[C:24]1[CH:29]=[CH:28][CH:27]=[CH:26][C:25]=1[S:30]([NH:33][C@H:34]([CH3:37])[CH2:35][OH:36])(=[O:32])=[O:31]. (6) Given the product [C:4]([O:3][C:1]([N:8]1[CH2:13][CH2:12][C:11]([C:17]2[CH:22]=[CH:21][C:20]([Cl:23])=[CH:19][CH:18]=2)([C:14](=[O:15])[N:25]([CH3:26])[CH3:24])[CH2:10][CH2:9]1)=[O:2])([CH3:7])([CH3:6])[CH3:5], predict the reactants needed to synthesize it. The reactants are: [C:1]([N:8]1[CH2:13][CH2:12][C:11]([C:17]2[CH:22]=[CH:21][C:20]([Cl:23])=[CH:19][CH:18]=2)([C:14](O)=[O:15])[CH2:10][CH2:9]1)([O:3][C:4]([CH3:7])([CH3:6])[CH3:5])=[O:2].[CH3:24][N:25]1CCOC[CH2:26]1.C1C=CC2N(O)N=NC=2C=1.Cl.CNC.CN(C(ON1N=NC2C=CC=CC1=2)=[N+](C)C)C.F[P-](F)(F)(F)(F)F.[OH-].[Na+].